This data is from Reaction yield outcomes from USPTO patents with 853,638 reactions. The task is: Predict the reaction yield, written as a fraction of the theoretical maximum amount of product (1.0 means a 100% yield; for example, 0.34 means a 34% yield). (1) The reactants are [Cl:1][C:2]1[CH:7]=[CH:6][C:5]([N:8]2[C:12]([CH:13]([CH:16]3[CH2:21][CH2:20][CH2:19][CH2:18][CH2:17]3)[CH2:14][OH:15])=[C:11]3[CH2:22][CH2:23][CH2:24][C:10]3=[N:9]2)=[CH:4][CH:3]=1.[CH3:25][O:26][C:27](=[O:37])[C:28]1[CH:33]=[C:32]([CH3:34])[C:31](O)=[C:30]([CH3:36])[CH:29]=1.C1(P(C2C=CC=CC=2)C2C=CC=CC=2)C=CC=CC=1.N(C(OC(C)(C)C)=O)=NC(OC(C)(C)C)=O. The catalyst is C1COCC1. The product is [CH3:25][O:26][C:27](=[O:37])[C:28]1[CH:29]=[C:30]([CH3:36])[C:31]([O:15][CH2:14][CH:13]([C:12]2[N:8]([C:5]3[CH:4]=[CH:3][C:2]([Cl:1])=[CH:7][CH:6]=3)[N:9]=[C:10]3[CH2:24][CH2:23][CH2:22][C:11]=23)[CH:16]2[CH2:21][CH2:20][CH2:19][CH2:18][CH2:17]2)=[C:32]([CH3:34])[CH:33]=1. The yield is 0.130. (2) The yield is 0.950. The reactants are [NH2:1][C:2]1[CH:3]=[C:4]([CH:8]=[CH:9][C:10]=1[CH3:11])[C:5]([OH:7])=O.[CH2:12]1[C@H:21]2[C@H:16]([CH2:17][CH2:18][C:19]3[CH:25]=[CH:24][CH:23]=[CH:22][C:20]=32)[NH:15][CH2:14][CH2:13]1.F[P-](F)(F)(F)(F)F.N1(OC(N(C)C)=[N+](C)C)C2N=CC=CC=2N=N1. The product is [NH2:1][C:2]1[CH:3]=[C:4]([C:5]([N:15]2[C@@H:16]3[C@@H:21]([C:20]4[CH:22]=[CH:23][CH:24]=[CH:25][C:19]=4[CH2:18][CH2:17]3)[CH2:12][CH2:13][CH2:14]2)=[O:7])[CH:8]=[CH:9][C:10]=1[CH3:11]. No catalyst specified. (3) The reactants are [CH2:1]([N:8]([CH2:30][CH2:31][C:32]1[CH:37]=[CH:36][CH:35]=[CH:34][C:33]=1[O:38][CH3:39])[C:9](=[O:29])[CH2:10][C:11]1[CH:28]=[CH:27][C:14]([O:15][CH2:16][C:17]2[CH:26]=[CH:25][CH:24]=[CH:23][C:18]=2[C:19]([O:21]C)=[O:20])=[CH:13][CH:12]=1)[CH2:2][CH2:3][CH2:4][CH2:5][CH2:6][CH3:7].[OH-].[K+]. The catalyst is CCO. The product is [CH2:1]([N:8]([CH2:30][CH2:31][C:32]1[CH:37]=[CH:36][CH:35]=[CH:34][C:33]=1[O:38][CH3:39])[C:9](=[O:29])[CH2:10][C:11]1[CH:28]=[CH:27][C:14]([O:15][CH2:16][C:17]2[CH:26]=[CH:25][CH:24]=[CH:23][C:18]=2[C:19]([OH:21])=[O:20])=[CH:13][CH:12]=1)[CH2:2][CH2:3][CH2:4][CH2:5][CH2:6][CH3:7]. The yield is 0.120. (4) The reactants are CC([O-])(C)C.[Na+].[NH:7]1[C:15]2[C:10](=[CH:11][CH:12]=[CH:13][CH:14]=2)[CH:9]=[CH:8]1.Br[C:17]1[CH:22]=[CH:21][C:20]([F:23])=[CH:19][CH:18]=1. The catalyst is C1C=CC(/C=C/C(/C=C/C2C=CC=CC=2)=O)=CC=1.C1C=CC(/C=C/C(/C=C/C2C=CC=CC=2)=O)=CC=1.C1C=CC(/C=C/C(/C=C/C2C=CC=CC=2)=O)=CC=1.[Pd].[Pd].C1(C)C=CC=CC=1. The product is [F:23][C:20]1[CH:21]=[CH:22][C:17]([N:7]2[C:15]3[C:10](=[CH:11][CH:12]=[CH:13][CH:14]=3)[CH:9]=[CH:8]2)=[CH:18][CH:19]=1. The yield is 0.770. (5) The reactants are O[C:2]1[CH:7]=[C:6]([CH3:8])[N:5]=[C:4](/[CH:9]=[CH:10]/[C:11]2[CH:18]=[CH:17][C:14]([C:15]#[N:16])=[CH:13][CH:12]=2)[N:3]=1.O=P(Cl)(Cl)[Cl:21]. No catalyst specified. The product is [Cl:21][C:2]1[CH:7]=[C:6]([CH3:8])[N:5]=[C:4](/[CH:9]=[CH:10]/[C:11]2[CH:18]=[CH:17][C:14]([C:15]#[N:16])=[CH:13][CH:12]=2)[N:3]=1. The yield is 0.760. (6) The reactants are C([NH:4][C:5]1[N:14]=[C:13](C2N=CNN=2)[C:12]2[C:7](=[CH:8][CH:9]=[C:10]([C:20]3[CH:25]=[CH:24][C:23]([F:26])=[CH:22][CH:21]=3)[CH:11]=2)[N:6]=1)(=O)C.[CH2:27]([OH:29])[CH3:28]. No catalyst specified. The product is [NH2:4][C:5]1[N:14]=[C:13]([O:29][CH2:27][CH3:28])[C:12]2[C:7](=[CH:8][CH:9]=[C:10]([C:20]3[CH:25]=[CH:24][C:23]([F:26])=[CH:22][CH:21]=3)[CH:11]=2)[N:6]=1. The yield is 0.900.